Dataset: Reaction yield outcomes from USPTO patents with 853,638 reactions. Task: Predict the reaction yield, written as a fraction of the theoretical maximum amount of product (1.0 means a 100% yield; for example, 0.34 means a 34% yield). (1) The reactants are CC([O-])(C)C.[K+].CC1C=CC(S([CH2:17][N+:18]#[C-])(=O)=O)=CC=1.[Cl:20][C:21]1[CH:22]=[C:23]([CH:26]=[CH:27][C:28]=1[O:29][CH3:30])[CH:24]=O.CO. The catalyst is C1COCC1.O. The product is [Cl:20][C:21]1[CH:22]=[C:23]([CH2:24][C:17]#[N:18])[CH:26]=[CH:27][C:28]=1[O:29][CH3:30]. The yield is 0.830. (2) The reactants are C[O:2][C:3](=[O:22])[C:4]1[C:5](=[C:10]([O:14][CH2:15][C:16]2[CH:21]=[CH:20][CH:19]=[CH:18][CH:17]=2)[CH:11]=[CH:12][CH:13]=1)[C:6]([O:8]C)=[O:7].[OH-].[Na+]. The catalyst is C(O)C. The product is [CH2:15]([O:14][C:10]1[CH:11]=[CH:12][CH:13]=[C:4]([C:3]([OH:22])=[O:2])[C:5]=1[C:6]([OH:8])=[O:7])[C:16]1[CH:21]=[CH:20][CH:19]=[CH:18][CH:17]=1. The yield is 0.740.